Task: Regression. Given a peptide amino acid sequence and an MHC pseudo amino acid sequence, predict their binding affinity value. This is MHC class II binding data.. Dataset: Peptide-MHC class II binding affinity with 134,281 pairs from IEDB (1) The peptide sequence is GGRLAFQEFMIVPSG. The MHC is DRB1_1001 with pseudo-sequence DRB1_1001. The binding affinity (normalized) is 0.644. (2) The peptide sequence is YDKFLANVSQVLTGK. The MHC is DRB1_0701 with pseudo-sequence DRB1_0701. The binding affinity (normalized) is 0.775. (3) The peptide sequence is SSSSSLLAMAVLAAL. The binding affinity (normalized) is 0.333. The MHC is HLA-DQA10104-DQB10503 with pseudo-sequence HLA-DQA10104-DQB10503. (4) The peptide sequence is GDKFLANVSTVLTGK. The MHC is DRB1_1101 with pseudo-sequence DRB1_1101. The binding affinity (normalized) is 0.814.